This data is from Peptide-MHC class I binding affinity with 185,985 pairs from IEDB/IMGT. The task is: Regression. Given a peptide amino acid sequence and an MHC pseudo amino acid sequence, predict their binding affinity value. This is MHC class I binding data. (1) The peptide sequence is FAYVMNIER. The MHC is HLA-A03:01 with pseudo-sequence HLA-A03:01. The binding affinity (normalized) is 0.226. (2) The binding affinity (normalized) is 0.639. The MHC is HLA-A68:02 with pseudo-sequence HLA-A68:02. The peptide sequence is WVSNASGNIV. (3) The peptide sequence is LLQAIGAAA. The MHC is HLA-A03:01 with pseudo-sequence HLA-A03:01. The binding affinity (normalized) is 0.213. (4) The peptide sequence is AMYYRRTER. The MHC is HLA-B58:01 with pseudo-sequence HLA-B58:01. The binding affinity (normalized) is 0.0847. (5) The peptide sequence is VHDREGNEV. The MHC is HLA-B58:01 with pseudo-sequence HLA-B58:01. The binding affinity (normalized) is 0.0847. (6) The peptide sequence is SMLSATGLSL. The MHC is HLA-A02:01 with pseudo-sequence HLA-A02:01. The binding affinity (normalized) is 0.578. (7) The peptide sequence is SYLNVSDFR. The MHC is HLA-A23:01 with pseudo-sequence HLA-A23:01. The binding affinity (normalized) is 0.284. (8) The peptide sequence is KTKDYVNGL. The MHC is Mamu-A01 with pseudo-sequence Mamu-A01. The binding affinity (normalized) is 0.241. (9) The peptide sequence is LPEDIEQMAN. The MHC is HLA-B35:01 with pseudo-sequence HLA-B35:01. The binding affinity (normalized) is 0.373. (10) The peptide sequence is EIITGNKVKT. The MHC is HLA-A02:01 with pseudo-sequence HLA-A02:01. The binding affinity (normalized) is 0.